This data is from Forward reaction prediction with 1.9M reactions from USPTO patents (1976-2016). The task is: Predict the product of the given reaction. (1) Given the reactants [C:1]([O:5][C:6]([N:8](C(OC(C)(C)C)=O)[C:9]1[CH:10]=[C:11]([C:16]([Br:19])=[CH:17][N:18]=1)[C:12](OC)=[O:13])=[O:7])([CH3:4])([CH3:3])[CH3:2].[NH3:27], predict the reaction product. The product is: [Br:19][C:16]1[C:11]([C:12](=[O:13])[NH2:27])=[CH:10][C:9]([NH:8][C:6](=[O:7])[O:5][C:1]([CH3:4])([CH3:3])[CH3:2])=[N:18][CH:17]=1. (2) Given the reactants [Cl:1][C:2]1[CH:3]=[C:4]([C:9]2[O:15][C:12]([CH:13]=O)=[CH:11][CH:10]=2)[CH:5]=[CH:6][C:7]=1[Cl:8].[N+:16]([CH3:19])([O-])=O.C([O-])(=O)C.[NH4+], predict the reaction product. The product is: [Cl:1][C:2]1[CH:3]=[C:4]([C:9]2[O:15][C:12](/[CH:13]=[CH:19]/[NH2:16])=[CH:11][CH:10]=2)[CH:5]=[CH:6][C:7]=1[Cl:8]. (3) Given the reactants [OH:1][C:2]1[CH:7]=[CH:6][C:5]([C:8]([F:11])([F:10])[F:9])=[CH:4][C:3]=1[CH:12]1[CH2:17][CH2:16][N:15](C(OC(C)(C)C)=O)[CH2:14][CH2:13]1.[Cl:25][C:26]1[C:27](F)=[CH:28][C:29]([F:46])=[C:30]([S:32]([N:35]([C:39]2[CH:44]=[CH:43][C:42]([F:45])=[CH:41][N:40]=2)COC)(=[O:34])=[O:33])[CH:31]=1.C(=O)([O-])[O-].[K+].[K+], predict the reaction product. The product is: [Cl:25][C:26]1[C:27]([O:1][C:2]2[CH:7]=[CH:6][C:5]([C:8]([F:9])([F:10])[F:11])=[CH:4][C:3]=2[CH:12]2[CH2:13][CH2:14][NH:15][CH2:16][CH2:17]2)=[CH:28][C:29]([F:46])=[C:30]([S:32]([NH:35][C:39]2[CH:44]=[CH:43][C:42]([F:45])=[CH:41][N:40]=2)(=[O:34])=[O:33])[CH:31]=1. (4) Given the reactants [NH2:1][C:2]1[CH:3]=[CH:4][C:5]([S:12](=[O:25])(=[O:24])[NH:13][C:14]2[CH:15]=[CH:16][C:17]3[CH2:21][O:20][B:19]([OH:22])[C:18]=3[CH:23]=2)=[C:6]([CH2:8][C:9]([OH:11])=O)[CH:7]=1.[CH:26]1([NH2:32])[CH2:31][CH2:30][CH2:29][CH2:28][CH2:27]1.C1CN([P+](ON2N=NC3C=CC=CC2=3)(N2CCCC2)N2CCCC2)CC1.F[P-](F)(F)(F)(F)F.C(N(CC)CC)C, predict the reaction product. The product is: [NH2:1][C:2]1[CH:3]=[CH:4][C:5]([S:12](=[O:24])(=[O:25])[NH:13][C:14]2[CH:15]=[CH:16][C:17]3[CH2:21][O:20][B:19]([OH:22])[C:18]=3[CH:23]=2)=[C:6]([CH2:8][C:9]([NH:32][CH:26]2[CH2:31][CH2:30][CH2:29][CH2:28][CH2:27]2)=[O:11])[CH:7]=1. (5) The product is: [Cl:1][C:2]1[CH:3]=[CH:4][C:5]([CH2:8][C@@H:22]([C:16]2[CH:21]=[CH:20][CH:19]=[CH:18][CH:17]=2)[C@H:23]([OH:25])[CH3:24])=[N:6][CH:7]=1. Given the reactants [Cl:1][C:2]1[CH:3]=[CH:4][C:5]([CH3:8])=[N:6][CH:7]=1.C1([Li])C=CC=CC=1.[C:16]1([C@H:22]2[O:25][C@@H:23]2[CH3:24])[CH:21]=[CH:20][CH:19]=[CH:18][CH:17]=1, predict the reaction product. (6) Given the reactants CN(C)CCN.[C:7]([O:11][C:12]([C:14]1[CH:18]=[CH:17][NH:16][CH:15]=1)=[O:13])([CH3:10])([CH3:9])[CH3:8].P([O-])([O-])([O-])=O.[K+].[K+].[K+].Br[C:28]1[CH:33]=[CH:32][C:31]([Cl:34])=[CH:30][N:29]=1, predict the reaction product. The product is: [C:7]([O:11][C:12]([C:14]1[CH:18]=[CH:17][N:16]([C:28]2[CH:33]=[CH:32][C:31]([Cl:34])=[CH:30][N:29]=2)[CH:15]=1)=[O:13])([CH3:10])([CH3:8])[CH3:9].